Dataset: TCR-epitope binding with 47,182 pairs between 192 epitopes and 23,139 TCRs. Task: Binary Classification. Given a T-cell receptor sequence (or CDR3 region) and an epitope sequence, predict whether binding occurs between them. (1) The epitope is ALLADKFPV. The TCR CDR3 sequence is CASSQAVGFEKLFF. Result: 0 (the TCR does not bind to the epitope). (2) The epitope is FTISVTTEIL. The TCR CDR3 sequence is CASSYLARGEQFF. Result: 1 (the TCR binds to the epitope). (3) Result: 1 (the TCR binds to the epitope). The epitope is LLQTGIHVRVSQPSL. The TCR CDR3 sequence is CASSLQGSRRQGQNEQYF. (4) The epitope is MMISAGFSL. The TCR CDR3 sequence is CASSMGQGNIQYF. Result: 0 (the TCR does not bind to the epitope). (5) The epitope is SSTFNVPMEKLK. The TCR CDR3 sequence is CASSQGGAGEETQYF. Result: 0 (the TCR does not bind to the epitope). (6) The epitope is GLNKIVRMY. The TCR CDR3 sequence is CASSRGTGELFF. Result: 0 (the TCR does not bind to the epitope).